From a dataset of Merck oncology drug combination screen with 23,052 pairs across 39 cell lines. Regression. Given two drug SMILES strings and cell line genomic features, predict the synergy score measuring deviation from expected non-interaction effect. (1) Drug 1: CCC1=CC2CN(C1)Cc1c([nH]c3ccccc13)C(C(=O)OC)(c1cc3c(cc1OC)N(C)C1C(O)(C(=O)OC)C(OC(C)=O)C4(CC)C=CCN5CCC31C54)C2. Drug 2: CC(C)CC(NC(=O)C(Cc1ccccc1)NC(=O)c1cnccn1)B(O)O. Cell line: A2058. Synergy scores: synergy=-29.7. (2) Drug 1: O=C(O)C1(Cc2cccc(Nc3nccs3)n2)CCC(Oc2cccc(Cl)c2F)CC1. Drug 2: NC1CCCCC1N.O=C(O)C(=O)O.[Pt+2]. Cell line: UWB1289BRCA1. Synergy scores: synergy=-0.922. (3) Drug 1: N#Cc1ccc(Cn2cncc2CN2CCN(c3cccc(Cl)c3)C(=O)C2)cc1. Drug 2: CS(=O)(=O)CCNCc1ccc(-c2ccc3ncnc(Nc4ccc(OCc5cccc(F)c5)c(Cl)c4)c3c2)o1. Cell line: VCAP. Synergy scores: synergy=20.8. (4) Drug 1: O=P1(N(CCCl)CCCl)NCCCO1. Drug 2: C#Cc1cccc(Nc2ncnc3cc(OCCOC)c(OCCOC)cc23)c1. Cell line: VCAP. Synergy scores: synergy=2.99.